This data is from Forward reaction prediction with 1.9M reactions from USPTO patents (1976-2016). The task is: Predict the product of the given reaction. (1) Given the reactants [O-]CC.[Na+].[C:5]([NH:8][C:9](=[O:36])[N:10]([CH2:32][CH:33]([CH3:35])[CH3:34])[C:11]1[S:12][C:13]([CH2:21][C:22]2[C:31]3[C:26](=[CH:27][CH:28]=[CH:29][CH:30]=3)[CH:25]=[CH:24][CH:23]=2)=[CH:14][C:15]=1[C:16]([O:18]CC)=O)(=O)C.IC, predict the reaction product. The product is: [CH3:5][N:8]1[C:16](=[O:18])[C:15]2[CH:14]=[C:13]([CH2:21][C:22]3[C:31]4[C:26](=[CH:27][CH:28]=[CH:29][CH:30]=4)[CH:25]=[CH:24][CH:23]=3)[S:12][C:11]=2[N:10]([CH2:32][CH:33]([CH3:34])[CH3:35])[C:9]1=[O:36]. (2) Given the reactants C([O:3][C:4]([C:6]1[S:7][C:8]([S:18]([CH2:21][C:22]([O:24]CC)=[O:23])(=[O:20])=[O:19])=[C:9]2[C:14](=[O:15])[CH2:13][C:12]([CH3:17])([CH3:16])[CH2:11][C:10]=12)=[O:5])C.[OH-].[Na+].Cl, predict the reaction product. The product is: [C:22]([CH2:21][S:18]([C:8]1[S:7][C:6]([C:4]([OH:5])=[O:3])=[C:10]2[CH2:11][C:12]([CH3:17])([CH3:16])[CH2:13][C:14](=[O:15])[C:9]=12)(=[O:20])=[O:19])([OH:24])=[O:23]. (3) Given the reactants [C:1]([C:3]1[C:11]2[C:6](=[C:7]([N+:13]([O-])=O)[CH:8]=[CH:9][C:10]=2[CH3:12])[NH:5][CH:4]=1)#[N:2].O, predict the reaction product. The product is: [NH2:13][C:7]1[CH:8]=[CH:9][C:10]([CH3:12])=[C:11]2[C:6]=1[NH:5][CH:4]=[C:3]2[C:1]#[N:2]. (4) Given the reactants [OH:1][C:2]([CH2:13][C:14]1[C:22]2[C:17](=[CH:18][CH:19]=[CH:20][CH:21]=2)[NH:16][CH:15]=1)([C:10]([OH:12])=[O:11])[CH2:3][C:4](=[N:8][OH:9])[C:5]([OH:7])=[O:6].Cl.O.[NH3:25], predict the reaction product. The product is: [NH4+:8].[NH4+:25].[OH:1][C:2]([CH2:13][C:14]1[C:22]2[C:17](=[CH:18][CH:19]=[CH:20][CH:21]=2)[NH:16][CH:15]=1)([C:10]([O-:12])=[O:11])[CH2:3][C:4](=[N:8][OH:9])[C:5]([O-:7])=[O:6]. (5) The product is: [CH:1]([O:4][C:5]([N:7]1[CH2:12][CH2:11][CH:10]([CH2:13][O:14][C:15]2[CH:20]=[CH:19][CH:18]=[C:17]([B:33]3[O:37][C:36]([CH3:39])([CH3:38])[C:35]([CH3:41])([CH3:40])[O:34]3)[CH:16]=2)[CH2:9][CH2:8]1)=[O:6])([CH3:3])[CH3:2]. Given the reactants [CH:1]([O:4][C:5]([N:7]1[CH2:12][CH2:11][CH:10]([CH2:13][O:14][C:15]2[CH:20]=[CH:19][CH:18]=[C:17](Br)[CH:16]=2)[CH2:9][CH2:8]1)=[O:6])([CH3:3])[CH3:2].O1CCOCC1.C([O-])(=O)C.[K+].[B:33]1([B:33]2[O:37][C:36]([CH3:39])([CH3:38])[C:35]([CH3:41])([CH3:40])[O:34]2)[O:37][C:36]([CH3:39])([CH3:38])[C:35]([CH3:41])([CH3:40])[O:34]1, predict the reaction product.